This data is from Retrosynthesis with 50K atom-mapped reactions and 10 reaction types from USPTO. The task is: Predict the reactants needed to synthesize the given product. Given the product COc1ccc(O)c(NC(=O)CBr)c1, predict the reactants needed to synthesize it. The reactants are: COc1ccc(O)c(N)c1.O=C(Br)CBr.